This data is from Forward reaction prediction with 1.9M reactions from USPTO patents (1976-2016). The task is: Predict the product of the given reaction. Given the reactants [CH3:1][C:2]([C:6]1[CH:11]=[CH:10][C:9]([N:12]2[C:24]3[C:23]4[CH:22]=[C:21]([C:25]5[CH:26]=[N:27][C:28]6[C:33]([CH:34]=5)=[CH:32][CH:31]=[CH:30][CH:29]=6)[CH:20]=[CH:19][C:18]=4[N:17]=[CH:16][C:15]=3[N:14]([CH3:35])[C:13]2=O)=[CH:8][CH:7]=1)([CH3:5])[C:3]#[N:4].COC1C=CC(P2(SP(C3C=CC(OC)=CC=3)(=S)S2)=[S:46])=CC=1, predict the reaction product. The product is: [CH3:1][C:2]([C:6]1[CH:11]=[CH:10][C:9]([N:12]2[C:24]3[C:23]4[CH:22]=[C:21]([C:25]5[CH:26]=[N:27][C:28]6[C:33]([CH:34]=5)=[CH:32][CH:31]=[CH:30][CH:29]=6)[CH:20]=[CH:19][C:18]=4[N:17]=[CH:16][C:15]=3[N:14]([CH3:35])[C:13]2=[S:46])=[CH:8][CH:7]=1)([CH3:5])[C:3]#[N:4].